From a dataset of Forward reaction prediction with 1.9M reactions from USPTO patents (1976-2016). Predict the product of the given reaction. (1) Given the reactants Cl[C:2]1[CH:7]=[CH:6][C:5]([O:8][C:9]2[CH:14]=[CH:13][C:12]([F:15])=[CH:11][CH:10]=2)=[CH:4][N:3]=1.[CH3:16][O:17][CH2:18][CH2:19][O:20][C:21]1[CH:22]=[C:23]([CH:25]=[CH:26][CH:27]=1)[NH2:24].C1(P(C2C=CC=CC=2)C2C3OC4C(=CC=CC=4P(C4C=CC=CC=4)C4C=CC=CC=4)C(C)(C)C=3C=CC=2)C=CC=CC=1.C(=O)([O-])[O-].[Cs+].[Cs+], predict the reaction product. The product is: [F:15][C:12]1[CH:13]=[CH:14][C:9]([O:8][C:5]2[CH:6]=[CH:7][C:2]([NH:24][C:23]3[CH:25]=[CH:26][CH:27]=[C:21]([O:20][CH2:19][CH2:18][O:17][CH3:16])[CH:22]=3)=[N:3][CH:4]=2)=[CH:10][CH:11]=1. (2) Given the reactants I[C:2]1[C:7]([C:8]([F:11])([F:10])[F:9])=[CH:6][N:5]=[C:4]([NH2:12])[CH:3]=1.[Cl:13][C:14]1[CH:19]=[N:18][CH:17]=[C:16](B2OC(C)(C)C(C)(C)O2)[N:15]=1, predict the reaction product. The product is: [Cl:13][C:14]1[N:15]=[C:16]([C:2]2[C:7]([C:8]([F:11])([F:10])[F:9])=[CH:6][N:5]=[C:4]([NH2:12])[CH:3]=2)[CH:17]=[N:18][CH:19]=1. (3) Given the reactants [Br:1][CH2:2][CH2:3][OH:4].[C:5]([Si:9]([CH3:12])([CH3:11])Cl)([CH3:8])([CH3:7])[CH3:6].N1C=CN=C1, predict the reaction product. The product is: [Br:1][CH2:2][CH2:3][O:4][Si:9]([C:5]([CH3:8])([CH3:7])[CH3:6])([CH3:12])[CH3:11]. (4) Given the reactants [Br:1][C:2]1[CH:7]=[CH:6][C:5]([NH:8][C:9](=[O:26])[C:10]2[CH:15]=[C:14]([N+:16]([O-])=O)[C:13]([NH:19][CH3:20])=[CH:12][C:11]=2[O:21][CH2:22][CH:23]([F:25])[F:24])=[CH:4][CH:3]=1, predict the reaction product. The product is: [NH2:16][C:14]1[C:13]([NH:19][CH3:20])=[CH:12][C:11]([O:21][CH2:22][CH:23]([F:24])[F:25])=[C:10]([CH:15]=1)[C:9]([NH:8][C:5]1[CH:6]=[CH:7][C:2]([Br:1])=[CH:3][CH:4]=1)=[O:26]. (5) Given the reactants [F:1][C:2]1[CH:3]=[C:4]2[C:9](=[CH:10][CH:11]=1)[N:8]=[C:7]([NH:12][C:13](=[O:17])OCC)[C:6]([O:18][CH3:19])=[N:5]2.[CH3:20][O:21][C:22]1[CH:23]=[C:24]([N:32]2[CH2:37][CH2:36][NH:35][CH2:34][CH2:33]2)[CH:25]=[C:26]([O:30][CH3:31])[C:27]=1[O:28][CH3:29], predict the reaction product. The product is: [F:1][C:2]1[CH:3]=[C:4]2[C:9](=[CH:10][CH:11]=1)[N:8]=[C:7]([NH:12][C:13]([N:35]1[CH2:34][CH2:33][N:32]([C:24]3[CH:23]=[C:22]([O:21][CH3:20])[C:27]([O:28][CH3:29])=[C:26]([O:30][CH3:31])[CH:25]=3)[CH2:37][CH2:36]1)=[O:17])[C:6]([O:18][CH3:19])=[N:5]2. (6) Given the reactants ClC(Cl)(O[C:5](=[O:11])[O:6][C:7](Cl)(Cl)Cl)Cl.[O:13]1[CH2:17][CH2:16][CH:15](CO)[CH2:14]1.N1C=CC=CC=1.C(N(CC)CC)C.[CH2:33]([N:40]1[CH2:45][CH2:44][NH:43][CH2:42][CH2:41]1)[C:34]1[CH:39]=[CH:38][CH:37]=[CH:36][CH:35]=1, predict the reaction product. The product is: [O:13]1[CH2:17][CH2:16][CH:15]([CH2:7][O:6][C:5]([N:43]2[CH2:44][CH2:45][N:40]([CH2:33][C:34]3[CH:35]=[CH:36][CH:37]=[CH:38][CH:39]=3)[CH2:41][CH2:42]2)=[O:11])[CH2:14]1.